This data is from Forward reaction prediction with 1.9M reactions from USPTO patents (1976-2016). The task is: Predict the product of the given reaction. Given the reactants [CH2:1]([C@@H:3]1[NH:8][CH2:7][CH2:6][N:5]([C:9]([O:11][C:12]([CH3:15])([CH3:14])[CH3:13])=[O:10])[CH2:4]1)[CH3:2].[NH2:16][C:17]1[N:22]=[C:21](Cl)[C:20]([CH:24]=[O:25])=[C:19]([Cl:26])[N:18]=1.CCN(C(C)C)C(C)C, predict the reaction product. The product is: [NH2:16][C:17]1[N:22]=[C:21]([N:8]2[CH2:7][CH2:6][N:5]([C:9]([O:11][C:12]([CH3:14])([CH3:13])[CH3:15])=[O:10])[CH2:4][C@@H:3]2[CH2:1][CH3:2])[C:20]([CH:24]=[O:25])=[C:19]([Cl:26])[N:18]=1.